Dataset: Full USPTO retrosynthesis dataset with 1.9M reactions from patents (1976-2016). Task: Predict the reactants needed to synthesize the given product. Given the product [C:31]([O:17][CH2:16][CH2:15][N:7]([C:6]1[C:2]([Cl:1])=[N:3][N:4]([C:18]2[CH:19]=[N:20][CH:21]=[CH:22][CH:23]=2)[CH:5]=1)[C:8](=[O:14])[CH:9]([CH3:13])[CH2:10][S:11][CH3:12])(=[O:33])[CH3:32], predict the reactants needed to synthesize it. The reactants are: [Cl:1][C:2]1[C:6]([N:7]([CH2:15][CH2:16][OH:17])[C:8](=[O:14])[CH:9]([CH3:13])[CH2:10][S:11][CH3:12])=[CH:5][N:4]([C:18]2[CH:19]=[N:20][CH:21]=[CH:22][CH:23]=2)[N:3]=1.C(N(CC)CC)C.[C:31](Cl)(=[O:33])[CH3:32].O.